This data is from Forward reaction prediction with 1.9M reactions from USPTO patents (1976-2016). The task is: Predict the product of the given reaction. (1) The product is: [CH:73]1([NH:79][C@H:80]2[CH2:85][CH2:84][C@H:83]([O:86][CH2:87][CH:88]([CH3:90])[CH3:89])[CH2:82][CH2:81]2)[CH2:74][CH2:75][CH2:76][CH2:77][CH2:78]1. Given the reactants C1(N([C@H]2CC[C@H](OC)CC2)C(=O)NC2SC(SCC(O)=O)=CN=2)CCCC1.O[C@H]1CC[C@H](N2C(=O)C3C(=CC=CC=3)C2=O)CC1.C1(=O)CCCCCC1.BrCC(C)=C.C(OC(=O)C(SC1SC(N)=NC=1)C)C.[CH:73]1([NH:79][C@H:80]2[CH2:85][CH2:84][C@H:83]([O:86][CH2:87][C:88]([CH3:90])=[CH2:89])[CH2:82][CH2:81]2)[CH2:78][CH2:77][CH2:76][CH2:75][CH2:74]1.C1(NC2CCC(OCC(C)=C)CC2)CCCCC1, predict the reaction product. (2) Given the reactants [CH3:1][O:2][CH:3]([O:6][CH3:7])[CH2:4][NH2:5].[Cl:8][CH2:9][C:10]([NH:12][CH2:13][CH2:14][C:15]1[CH:20]=[CH:19][CH:18]=[CH:17][CH:16]=1)=[O:11], predict the reaction product. The product is: [ClH:8].[CH3:1][O:2][CH:3]([O:6][CH3:7])[CH2:4][NH:5][CH2:9][C:10]([NH:12][CH2:13][CH2:14][C:15]1[CH:20]=[CH:19][CH:18]=[CH:17][CH:16]=1)=[O:11]. (3) Given the reactants [C:1]([C:3]1[C:12]2[C:7](=[CH:8][CH:9]=[CH:10][CH:11]=2)[C:6](F)=[CH:5][CH:4]=1)#[N:2].[C:14]([CH:22]1[CH2:27][CH2:26][NH:25][CH2:24][CH2:23]1)(=[O:21])[C:15]1[CH:20]=[CH:19][CH:18]=[CH:17][CH:16]=1, predict the reaction product. The product is: [C:14]([CH:22]1[CH2:27][CH2:26][N:25]([C:6]2[C:7]3[C:12](=[CH:11][CH:10]=[CH:9][CH:8]=3)[C:3]([C:1]#[N:2])=[CH:4][CH:5]=2)[CH2:24][CH2:23]1)(=[O:21])[C:15]1[CH:20]=[CH:19][CH:18]=[CH:17][CH:16]=1.